Dataset: Forward reaction prediction with 1.9M reactions from USPTO patents (1976-2016). Task: Predict the product of the given reaction. (1) Given the reactants [CH3:1][N:2]1[C:34]2[C:29](=[CH:30][CH:31]=[CH:32][CH:33]=2)[C:4]([CH2:5][C@@H:6]([C:25]([O:27]C)=[O:26])[NH:7][C:8](=[O:24])[CH:9]=[CH:10][C:11]2[CH:16]=[CH:15][C:14]([O:17][C:18]3[CH:23]=[CH:22][CH:21]=[CH:20][CH:19]=3)=[CH:13][CH:12]=2)=[CH:3]1.[OH-].[Na+], predict the reaction product. The product is: [CH3:1][N:2]1[C:34]2[C:29](=[CH:30][CH:31]=[CH:32][CH:33]=2)[C:4]([CH2:5][C@@H:6]([C:25]([OH:27])=[O:26])[NH:7][C:8](=[O:24])[CH:9]=[CH:10][C:11]2[CH:12]=[CH:13][C:14]([O:17][C:18]3[CH:23]=[CH:22][CH:21]=[CH:20][CH:19]=3)=[CH:15][CH:16]=2)=[CH:3]1. (2) Given the reactants C(O[C:4](=[O:21])[CH2:5][C:6]([CH:8]1[CH2:13][CH2:12][N:11]([C:14]([O:16][C:17]([CH3:20])([CH3:19])[CH3:18])=[O:15])[CH2:10][CH2:9]1)=O)C.[F:22][C:23]1[CH:28]=[CH:27][C:26]([C:29]2[N:34]=[C:33]3[NH:35][N:36]=[C:37]([NH2:38])[C:32]3=[C:31]([C:39]([F:42])([F:41])[F:40])[CH:30]=2)=[CH:25][CH:24]=1.P([O-])([O-])([O-])=O.[K+].[K+].[K+], predict the reaction product. The product is: [F:22][C:23]1[CH:28]=[CH:27][C:26]([C:29]2[CH:30]=[C:31]([C:39]([F:40])([F:41])[F:42])[C:32]3[C:33]([N:34]=2)=[N:35][N:36]2[C:6]([CH:8]4[CH2:9][CH2:10][N:11]([C:14]([O:16][C:17]([CH3:18])([CH3:19])[CH3:20])=[O:15])[CH2:12][CH2:13]4)=[CH:5][C:4](=[O:21])[NH:38][C:37]=32)=[CH:25][CH:24]=1.